From a dataset of Forward reaction prediction with 1.9M reactions from USPTO patents (1976-2016). Predict the product of the given reaction. Given the reactants C(=O)([O-])[O-].[K+].[K+].Cl.[OH:8][C:9]1[CH:14]=[CH:13][C:12]([N:15]2[C:20]([CH3:21])=[CH:19][C:18](=[O:22])[CH:17]=[C:16]2[CH3:23])=[CH:11][CH:10]=1.[CH2:24]([CH:26]([CH2:29][CH2:30][CH2:31][CH3:32])[CH2:27]Br)[CH3:25].[I-].[K+], predict the reaction product. The product is: [CH2:24]([CH:26]([CH2:29][CH2:30][CH2:31][CH3:32])[CH2:27][O:8][C:9]1[CH:14]=[CH:13][C:12]([N:15]2[C:16]([CH3:23])=[CH:17][C:18](=[O:22])[CH:19]=[C:20]2[CH3:21])=[CH:11][CH:10]=1)[CH3:25].